This data is from Forward reaction prediction with 1.9M reactions from USPTO patents (1976-2016). The task is: Predict the product of the given reaction. (1) Given the reactants [Br:1][C:2]1[CH:7]=[C:6](Cl)[N:5]([CH3:9])[C:4](=[O:10])[CH:3]=1.[NH:11]1[CH2:16][CH2:15][O:14][CH:13]([CH2:17][OH:18])[CH2:12]1.C(=O)([O-])[O-].[K+].[K+], predict the reaction product. The product is: [Br:1][C:2]1[CH:7]=[C:6]([N:11]2[CH2:16][CH2:15][O:14][CH:13]([CH2:17][OH:18])[CH2:12]2)[N:5]([CH3:9])[C:4](=[O:10])[CH:3]=1. (2) Given the reactants [CH3:1][O:2][C:3](=[O:28])[CH2:4][O:5][C:6]1[CH:15]=[CH:14][C:13]([F:16])=[C:12]2[C:7]=1[C:8]([OH:27])=[C:9]([CH2:19][C:20]1[CH:25]=[CH:24][C:23]([Br:26])=[CH:22][CH:21]=1)[C:10]([CH2:17][CH3:18])=[N:11]2.Cl[C:30](OC(=O)C)([F:32])[F:31], predict the reaction product. The product is: [CH3:1][O:2][C:3](=[O:28])[CH2:4][O:5][C:6]1[CH:15]=[CH:14][C:13]([F:16])=[C:12]2[C:7]=1[C:8]([O:27][CH:30]([F:32])[F:31])=[C:9]([CH2:19][C:20]1[CH:21]=[CH:22][C:23]([Br:26])=[CH:24][CH:25]=1)[C:10]([CH2:17][CH3:18])=[N:11]2. (3) Given the reactants C(O)(C(F)(F)F)=O.C(OC(=O)[N:14]([CH2:18][CH2:19][CH2:20][N:21]1[C:25]([NH:26][C:27]([CH:29]2[CH2:31][CH2:30]2)=[O:28])=[C:24]([C:32](=[O:34])[NH2:33])[N:23]=[C:22]1[S:35][C:36]1[C:44]([I:45])=[CH:43][C:39]2[O:40][CH2:41][O:42][C:38]=2[CH:37]=1)[CH:15]([CH3:17])[CH3:16])(C)(C)C, predict the reaction product. The product is: [CH:29]1([C:27]([NH:26][C:25]2[N:21]([CH2:20][CH2:19][CH2:18][NH:14][CH:15]([CH3:17])[CH3:16])[C:22]([S:35][C:36]3[C:44]([I:45])=[CH:43][C:39]4[O:40][CH2:41][O:42][C:38]=4[CH:37]=3)=[N:23][C:24]=2[C:32]([NH2:33])=[O:34])=[O:28])[CH2:31][CH2:30]1. (4) Given the reactants [OH:1][CH2:2][C@H:3]1[NH:7][C:6](=[O:8])[CH2:5][CH2:4]1.I[C:10]1[CH:15]=[CH:14][C:13]([C:16]([N:18]2[CH2:23][CH2:22][N:21]([C:24]3[C:29]([CH3:30])=[CH:28][C:27]([CH3:31])=[C:26]([CH3:32])[N:25]=3)[CH2:20][CH2:19]2)=[O:17])=[CH:12][CH:11]=1, predict the reaction product. The product is: [OH:1][CH2:2][C@H:3]1[N:7]([C:10]2[CH:15]=[CH:14][C:13]([C:16]([N:18]3[CH2:23][CH2:22][N:21]([C:24]4[C:29]([CH3:30])=[CH:28][C:27]([CH3:31])=[C:26]([CH3:32])[N:25]=4)[CH2:20][CH2:19]3)=[O:17])=[CH:12][CH:11]=2)[C:6](=[O:8])[CH2:5][CH2:4]1.